From a dataset of Reaction yield outcomes from USPTO patents with 853,638 reactions. Predict the reaction yield, written as a fraction of the theoretical maximum amount of product (1.0 means a 100% yield; for example, 0.34 means a 34% yield). (1) The reactants are [CH2:1]([O:3][C:4](=[O:24])[CH2:5][CH2:6][CH2:7][O:8][C:9]1[CH:14]=[CH:13][CH:12]=[C:11]([CH2:15]Br)[C:10]=1/[CH:17]=[CH:18]/[C:19]([O:21][CH2:22][CH3:23])=[O:20])[CH3:2].C1(P(C2C=CC=CC=2)C2C=CC=CC=2)C=CC=CC=1.[C:44]([Si:48]([CH3:57])([CH3:56])[O:49][CH2:50][CH2:51][CH2:52][CH2:53][CH:54]=O)([CH3:47])([CH3:46])[CH3:45]. The catalyst is C(#N)C.O1C(CC)C1. The product is [CH2:1]([O:3][C:4](=[O:24])[CH2:5][CH2:6][CH2:7][O:8][C:9]1[CH:14]=[CH:13][CH:12]=[C:11]([CH:15]=[CH:54][CH2:53][CH2:52][CH2:51][CH2:50][O:49][Si:48]([C:44]([CH3:45])([CH3:47])[CH3:46])([CH3:57])[CH3:56])[C:10]=1/[CH:17]=[CH:18]/[C:19]([O:21][CH2:22][CH3:23])=[O:20])[CH3:2]. The yield is 0.740. (2) The reactants are [CH3:1][C:2]1([CH3:29])[O:7][CH2:6][CH:5]([CH2:8][O:9][C:10]2[C:15]([CH3:16])=[CH:14][N:13]=[C:12]([CH2:17][S:18][C:19]3[NH:23][C:22]4[CH:24]=[CH:25][CH:26]=[CH:27][C:21]=4[N:20]=3)[C:11]=2[CH3:28])[CH2:4][O:3]1.O.C(N(CC)C(C)C)(C)C.[O-]O.C1(C(C)C)C=CC=CC=1.C(=O)([O-])[OH:52].[Na+]. The catalyst is C1(C)C=CC=CC=1.CC(C)[O-].[Ti+4].CC(C)[O-].CC(C)[O-].CC(C)[O-]. The product is [CH3:1][C:2]1([CH3:29])[O:3][CH2:4][CH:5]([CH2:8][O:9][C:10]2[C:15]([CH3:16])=[CH:14][N:13]=[C:12]([CH2:17][S@:18]([C:19]3[NH:20][C:21]4[CH:27]=[CH:26][CH:25]=[CH:24][C:22]=4[N:23]=3)=[O:52])[C:11]=2[CH3:28])[CH2:6][O:7]1. The yield is 0.811. (3) The reactants are [CH3:1][C:2]1[C:7]2=[N:8][C:9]3[C:10]([C:24]([OH:26])=O)=[CH:11][N:12]([CH2:17][C:18]4[CH:23]=[CH:22][CH:21]=[CH:20][N:19]=4)[C:13](=[O:16])[C:14]=3[CH:15]=[C:6]2[CH:5]=[CH:4][CH:3]=1.[CH:27]1[N:31]=[CH:30][N:29]([C:32](N2C=NC=C2)=O)[CH:28]=1. The catalyst is C(#N)C. The product is [CH3:30][N:29]([CH3:32])[CH2:28][CH2:27][NH:31][C:24]([C:10]1[C:9]2[N:8]=[C:7]3[C:2]([CH3:1])=[CH:3][CH:4]=[CH:5][C:6]3=[CH:15][C:14]=2[C:13](=[O:16])[N:12]([CH2:17][C:18]2[CH:23]=[CH:22][CH:21]=[CH:20][N:19]=2)[CH:11]=1)=[O:26]. The yield is 0.750. (4) The reactants are [C:1]([O:5][C:6]([N:8]1[CH2:13][CH2:12][N:11]([CH2:14][C:15]2[CH:20]=[CH:19][C:18]([NH:21][C:22]3[N:27]=[C:26]([CH2:28][CH2:29][C:30]4[CH:35]=[CH:34][CH:33]=[CH:32][C:31]=4[CH2:36][C:37]([O-])=[O:38])[C:25]([C:40]([F:43])([F:42])[F:41])=[CH:24][N:23]=3)=[CH:17][CH:16]=2)[CH2:10][CH2:9]1)=[O:7])([CH3:4])([CH3:3])[CH3:2].[Li+].[Cl-].[NH4+].C[N:48](C(ON1N=NC2C=CC=NC1=2)=[N+](C)C)C.F[P-](F)(F)(F)(F)F.CCN(C(C)C)C(C)C. The catalyst is CN(C=O)C. The product is [NH2:48][C:37](=[O:38])[CH2:36][C:31]1[CH:32]=[CH:33][CH:34]=[CH:35][C:30]=1[CH2:29][CH2:28][C:26]1[C:25]([C:40]([F:42])([F:43])[F:41])=[CH:24][N:23]=[C:22]([NH:21][C:18]2[CH:19]=[CH:20][C:15]([CH2:14][N:11]3[CH2:12][CH2:13][N:8]([C:6]([O:5][C:1]([CH3:4])([CH3:3])[CH3:2])=[O:7])[CH2:9][CH2:10]3)=[CH:16][CH:17]=2)[N:27]=1. The yield is 0.290. (5) The reactants are [CH2:1]([N:8]1[CH2:13][CH2:12][CH:11]([NH:14][C:15]([NH2:17])=[S:16])[CH2:10][CH2:9]1)[C:2]1[CH:7]=[CH:6][CH:5]=[CH:4][CH:3]=1.Br[CH2:19][C:20](=O)[C:21]([F:24])([F:23])[F:22]. The catalyst is C(O)C. The product is [CH2:1]([N:8]1[CH2:9][CH2:10][CH:11]([NH:14][C:15]2[S:16][CH:19]=[C:20]([C:21]([F:24])([F:23])[F:22])[N:17]=2)[CH2:12][CH2:13]1)[C:2]1[CH:3]=[CH:4][CH:5]=[CH:6][CH:7]=1. The yield is 0.880. (6) The reactants are [Br:1][C:2]1[CH:3]=[C:4]([NH:10][C:11]2[CH:16]=[CH:15][C:14]([N:17]3[CH2:22][CH2:21][N:20]([CH3:23])[CH2:19][C@H:18]3[CH3:24])=[CH:13][N:12]=2)[C:5](=[O:9])[N:6]([CH3:8])[CH:7]=1.[O:25]1[CH2:28]C(=O)[CH2:26]1.[BH3-]C#N.[Na+].O. The catalyst is CO.[Cl-].[Zn+2].[Cl-]. The product is [Br:1][C:2]1[CH:3]=[C:4]([NH:10][C:11]2[CH:16]=[CH:15][C:14]([N:17]3[CH2:22][CH2:21][N:20]([CH:23]4[CH2:28][O:25][CH2:26]4)[CH2:19][C@H:18]3[CH3:24])=[CH:13][N:12]=2)[C:5](=[O:9])[N:6]([CH3:8])[CH:7]=1. The yield is 0.730.